Dataset: Peptide-MHC class I binding affinity with 185,985 pairs from IEDB/IMGT. Task: Regression. Given a peptide amino acid sequence and an MHC pseudo amino acid sequence, predict their binding affinity value. This is MHC class I binding data. (1) The peptide sequence is FLMRNAIQY. The MHC is HLA-A68:02 with pseudo-sequence HLA-A68:02. The binding affinity (normalized) is 0.0847. (2) The peptide sequence is IMDKEQLLK. The MHC is HLA-A31:01 with pseudo-sequence HLA-A31:01. The binding affinity (normalized) is 0.351. (3) The peptide sequence is FYYNAFHWAI. The MHC is HLA-A03:01 with pseudo-sequence HLA-A03:01. The binding affinity (normalized) is 0.0847. (4) The peptide sequence is NMYSEICYS. The MHC is HLA-A26:01 with pseudo-sequence HLA-A26:01. The binding affinity (normalized) is 0.0847. (5) The peptide sequence is AERGPGQML. The MHC is HLA-A01:01 with pseudo-sequence HLA-A01:01. The binding affinity (normalized) is 0. (6) The peptide sequence is LPQRETWTV. The MHC is Mamu-A2201 with pseudo-sequence Mamu-A2201. The binding affinity (normalized) is 0.360. (7) The peptide sequence is QPKKAAAAL. The MHC is HLA-A26:01 with pseudo-sequence HLA-A26:01. The binding affinity (normalized) is 0.0847. (8) The peptide sequence is ERYFRIHSL. The MHC is Mamu-A2201 with pseudo-sequence Mamu-A2201. The binding affinity (normalized) is 0. (9) The peptide sequence is FLYGAALLA. The MHC is HLA-A02:01 with pseudo-sequence HLA-A02:01. The binding affinity (normalized) is 0.887.